Dataset: Forward reaction prediction with 1.9M reactions from USPTO patents (1976-2016). Task: Predict the product of the given reaction. (1) Given the reactants [CH3:1][C:2]1[C:6]([C:7]2[CH:8]=[C:9]([C:25]([O:27][C:28]([CH3:31])([CH3:30])[CH3:29])=[O:26])[C:10]3[C:11]4[CH:12]=[C:13]([C:20]([O:22][CH2:23][CH3:24])=[O:21])[CH:14]=[CH:15][C:16]=4[NH:17][C:18]=3[CH:19]=2)=[C:5]([CH3:32])[O:4][N:3]=1.C(=O)([O-])[O-].[K+].[K+].C1OCCOCCOCCOCCOCCOC1.Cl[CH2:58][C:59]1[CH:64]=[CH:63][C:62]([F:65])=[CH:61][CH:60]=1, predict the reaction product. The product is: [CH3:1][C:2]1[C:6]([C:7]2[CH:8]=[C:9]([C:25]([O:27][C:28]([CH3:31])([CH3:30])[CH3:29])=[O:26])[C:10]3[C:11]4[CH:12]=[C:13]([C:20]([O:22][CH2:23][CH3:24])=[O:21])[CH:14]=[CH:15][C:16]=4[N:17]([CH2:58][C:59]4[CH:64]=[CH:63][C:62]([F:65])=[CH:61][CH:60]=4)[C:18]=3[CH:19]=2)=[C:5]([CH3:32])[O:4][N:3]=1. (2) Given the reactants [OH:1][C:2]1[CH:7]=[CH:6][N:5]([CH2:8][CH2:9][CH:10]([CH3:12])[CH3:11])[C:4](=[O:13])[C:3]=1[C:14]1[NH:19][C:18]2[CH:20]=[CH:21][C:22]([NH:24][S:25]([CH3:28])(=[O:27])=[O:26])=[CH:23][C:17]=2[S:16](=[O:30])(=[O:29])[N:15]=1.[Br:31]N1C(C)(C)C(=O)N(Br)C1=O, predict the reaction product. The product is: [Br:31][C:7]1[C:2]([OH:1])=[C:3]([C:14]2[NH:19][C:18]3[CH:20]=[CH:21][C:22]([NH:24][S:25]([CH3:28])(=[O:27])=[O:26])=[CH:23][C:17]=3[S:16](=[O:30])(=[O:29])[N:15]=2)[C:4](=[O:13])[N:5]([CH2:8][CH2:9][CH:10]([CH3:12])[CH3:11])[CH:6]=1. (3) Given the reactants [CH2:1]([S:3][C:4]1[CH:9]=[CH:8][CH:7]=[CH:6][C:5]=1[C:10]1[NH:22][C:13]2=[N:14][CH:15]=[C:16]([C:18]([F:21])([F:20])[F:19])[CH:17]=[C:12]2[N:11]=1)[CH3:2].CN(C=O)C.[H-].[Na+].[CH3:30][O:31][CH2:32]Cl, predict the reaction product. The product is: [CH3:30][O:31][CH2:32][N:22]1[C:13]2=[N:14][CH:15]=[C:16]([C:18]([F:21])([F:19])[F:20])[CH:17]=[C:12]2[N:11]=[C:10]1[C:5]1[CH:6]=[CH:7][CH:8]=[CH:9][C:4]=1[S:3][CH2:1][CH3:2]. (4) Given the reactants [C:1]([O:5][C:6](=[O:20])[C:7]([O:10][C:11]1[CH:16]=[CH:15][C:14]([Cl:17])=[CH:13][C:12]=1[CH:18]=O)([CH3:9])[CH3:8])([CH3:4])([CH3:3])[CH3:2].[Cl:21][C:22]1[CH:30]=[C:29]2[C:25]([CH2:26][C:27](=[O:31])[NH:28]2)=[CH:24][CH:23]=1.N1CCCC1, predict the reaction product. The product is: [C:1]([O:5][C:6](=[O:20])[C:7]([O:10][C:11]1[CH:16]=[CH:15][C:14]([Cl:17])=[CH:13][C:12]=1[CH:18]=[C:26]1[C:25]2[C:29](=[CH:30][C:22]([Cl:21])=[CH:23][CH:24]=2)[NH:28][C:27]1=[O:31])([CH3:9])[CH3:8])([CH3:4])([CH3:3])[CH3:2]. (5) Given the reactants [CH2:1]([C:3]1[CH:8]=[CH:7][C:6]([CH:9]2[CH2:14][N:13]([C:15]([N:17]3[CH2:22][CH2:21][O:20][CH2:19][CH2:18]3)=[O:16])[CH2:12][CH:11]([C:23](O)=[O:24])[CH2:10]2)=[CH:5][CH:4]=1)[CH3:2].O[NH:27][C:28]([C:30]1[CH:35]=[C:34]([CH3:36])[CH:33]=[CH:32][N:31]=1)=[NH:29], predict the reaction product. The product is: [CH2:1]([C:3]1[CH:4]=[CH:5][C:6]([CH:9]2[CH2:10][CH:11]([C:23]3[O:24][N:29]=[C:28]([C:30]4[CH:35]=[C:34]([CH3:36])[CH:33]=[CH:32][N:31]=4)[N:27]=3)[CH2:12][N:13]([C:15]([N:17]3[CH2:22][CH2:21][O:20][CH2:19][CH2:18]3)=[O:16])[CH2:14]2)=[CH:7][CH:8]=1)[CH3:2]. (6) Given the reactants Cl[C:2]1[CH:7]=[CH:6][N:5]=[C:4]2[N:8]([Si:11]([CH:18]([CH3:20])[CH3:19])([CH:15]([CH3:17])[CH3:16])[CH:12]([CH3:14])[CH3:13])[CH:9]=[CH:10][C:3]=12.O.C[C:23]([N:25](C)C)=O, predict the reaction product. The product is: [CH:18]([Si:11]([CH:15]([CH3:16])[CH3:17])([CH:12]([CH3:13])[CH3:14])[N:8]1[C:4]2[N:5]=[CH:6][CH:7]=[C:2]([C:23]#[N:25])[C:3]=2[CH:10]=[CH:9]1)([CH3:19])[CH3:20]. (7) Given the reactants [CH3:1][O:2][C:3]([NH:5][C:6]1[S:7][C:8]2[C:14]([CH3:15])=[C:13]([S:16]C#N)[CH:12]=[C:11]([CH:19]([CH3:21])[CH3:20])[C:9]=2[N:10]=1)=[O:4].SC[C@H]([C@@H](CS)O)O.P([O-])([O-])([O-])=O, predict the reaction product. The product is: [CH3:1][O:2][C:3]([NH:5][C:6]1[S:7][C:8]2[C:14]([CH3:15])=[C:13]([SH:16])[CH:12]=[C:11]([CH:19]([CH3:21])[CH3:20])[C:9]=2[N:10]=1)=[O:4].